From a dataset of Reaction yield outcomes from USPTO patents with 853,638 reactions. Predict the reaction yield, written as a fraction of the theoretical maximum amount of product (1.0 means a 100% yield; for example, 0.34 means a 34% yield). (1) The reactants are C1[O:9][C:8]2[CH:7]=[CH:6][C:5]([C:10]([C:12]([C:14]3[CH:19]=[CH:18][C:17]4[O:20]C[O:22][C:16]=4[CH:15]=3)=[O:13])=[O:11])=[CH:4][C:3]=2[O:2]1.B(Br)(Br)Br.CO. The catalyst is C(Cl)Cl. The product is [OH:2][C:3]1[CH:4]=[C:5]([C:10]([C:12]([C:14]2[CH:19]=[CH:18][C:17]([OH:20])=[C:16]([OH:22])[CH:15]=2)=[O:13])=[O:11])[CH:6]=[CH:7][C:8]=1[OH:9]. The yield is 0.470. (2) The reactants are [NH:1]1[C:10]2[C:5](=[CH:6][CH:7]=[CH:8][CH:9]=2)[CH2:4][CH:3]([NH:11][C:12](=[O:18])[O:13][C:14]([CH3:17])([CH3:16])[CH3:15])[CH2:2]1.[Cl:19]N1C(=O)CCC1=O.O. The catalyst is C(#N)C. The product is [Cl:19][C:7]1[CH:6]=[C:5]2[C:10](=[CH:9][CH:8]=1)[NH:1][CH2:2][CH:3]([NH:11][C:12](=[O:18])[O:13][C:14]([CH3:15])([CH3:17])[CH3:16])[CH2:4]2. The yield is 0.580. (3) The reactants are Br[C:2]1[N:7]=[C:6]([NH:8][CH2:9][C:10]2[C:15]([CH3:16])=[CH:14][CH:13]=[CH:12][C:11]=2[CH2:17][CH3:18])[C:5]2[N:19]=[C:20]([CH3:23])[N:21]([CH3:22])[C:4]=2[CH:3]=1.C1(P([C:37]2[CH:42]=CC=CC=2)C2C=CC=CC=2)C=CC=CC=1.C(N(CC)CC)C.[C]=[O:51].[CH2:52]([OH:54])C. The catalyst is C([O-])(=O)C.[Pd+2].C([O-])(=O)C. The product is [CH2:42]([O:51][C:52]([C:2]1[N:7]=[C:6]([NH:8][CH2:9][C:10]2[C:15]([CH3:16])=[CH:14][CH:13]=[CH:12][C:11]=2[CH2:17][CH3:18])[C:5]2[N:19]=[C:20]([CH3:23])[N:21]([CH3:22])[C:4]=2[CH:3]=1)=[O:54])[CH3:37]. The yield is 0.360.